Dataset: Forward reaction prediction with 1.9M reactions from USPTO patents (1976-2016). Task: Predict the product of the given reaction. (1) Given the reactants [OH:1][C:2]1[CH:3]=[CH:4][C:5]([CH2:9][CH2:10][C:11]([O:13][C:14]([CH3:17])([CH3:16])[CH3:15])=[O:12])=[N:6][C:7]=1[CH3:8].C1C=CC(N([S:25]([C:28]([F:31])([F:30])[F:29])(=[O:27])=[O:26])[S:25]([C:28]([F:31])([F:30])[F:29])(=[O:27])=[O:26])=CC=1.C(N(CC)C(C)C)(C)C, predict the reaction product. The product is: [F:29][C:28]([F:31])([F:30])[S:25]([O:1][C:2]1[CH:3]=[CH:4][C:5]([CH2:9][CH2:10][C:11]([O:13][C:14]([CH3:17])([CH3:16])[CH3:15])=[O:12])=[N:6][C:7]=1[CH3:8])(=[O:27])=[O:26]. (2) Given the reactants [N+:1]([O-:4])([O-])=[O:2].[K+].[Cl:6][C:7]1[CH:12]=[CH:11][C:10]([F:13])=[CH:9][C:8]=1[O:14][CH3:15], predict the reaction product. The product is: [Cl:6][C:7]1[CH:12]=[C:11]([N+:1]([O-:4])=[O:2])[C:10]([F:13])=[CH:9][C:8]=1[O:14][CH3:15].